This data is from Full USPTO retrosynthesis dataset with 1.9M reactions from patents (1976-2016). The task is: Predict the reactants needed to synthesize the given product. (1) Given the product [C:1]1([S:7]([N:10]2[C:22]3[CH:21]=[CH:20][CH:19]=[C:18]([O:23][CH2:24][CH:25]([OH:26])[CH2:27][N:35]([CH2:17][C:16]4[CH:11]=[CH:12][CH:13]=[CH:14][CH:15]=4)[CH2:34][CH2:33][O:32][C:31]4[CH:36]=[CH:37][CH:38]=[CH:39][C:30]=4[O:29][CH3:28])[C:17]=3[C:16]3[C:11]2=[CH:12][CH:13]=[CH:14][CH:15]=3)(=[O:8])=[O:9])[CH:6]=[CH:5][CH:4]=[CH:3][CH:2]=1, predict the reactants needed to synthesize it. The reactants are: [C:1]1([S:7]([N:10]2[C:22]3[CH:21]=[CH:20][CH:19]=[C:18]([O:23][CH2:24][CH:25]4[CH2:27][O:26]4)[C:17]=3[C:16]3[C:11]2=[CH:12][CH:13]=[CH:14][CH:15]=3)(=[O:9])=[O:8])[CH:6]=[CH:5][CH:4]=[CH:3][CH:2]=1.[CH3:28][O:29][C:30]1[CH:39]=[CH:38][CH:37]=[CH:36][C:31]=1[O:32][CH2:33][CH2:34][NH2:35]. (2) Given the product [Cl:29][C:28]1[C:23]2[N:22]=[C:21]([CH3:30])[N:20]([C:14]3[CH:15]=[C:16]([O:19][C:2]4[CH:7]=[CH:6][CH:5]=[CH:4][C:3]=4[S:8]([CH3:11])(=[O:10])=[O:9])[CH:17]=[CH:18][C:13]=3[Cl:12])[C:24]=2[CH:25]=[CH:26][CH:27]=1, predict the reactants needed to synthesize it. The reactants are: F[C:2]1[CH:7]=[CH:6][CH:5]=[CH:4][C:3]=1[S:8]([CH3:11])(=[O:10])=[O:9].[Cl:12][C:13]1[CH:18]=[CH:17][C:16]([OH:19])=[CH:15][C:14]=1[N:20]1[C:24]2[CH:25]=[CH:26][CH:27]=[C:28]([Cl:29])[C:23]=2[N:22]=[C:21]1[CH3:30].